This data is from Reaction yield outcomes from USPTO patents with 853,638 reactions. The task is: Predict the reaction yield, written as a fraction of the theoretical maximum amount of product (1.0 means a 100% yield; for example, 0.34 means a 34% yield). (1) The reactants are [NH2:1][CH:2]1[CH2:5][N:4]([C:6]([C:8]2[CH:9]=[C:10]([CH:23]=[CH:24][C:25]=2[F:26])[CH2:11][C:12]2[C:21]3[C:16](=[CH:17][CH:18]=[CH:19][CH:20]=3)[C:15](=[O:22])[NH:14][N:13]=2)=[O:7])[CH2:3]1.[CH:27]1([C:30]([CH:32]2[CH2:34][CH2:33]2)=O)[CH2:29][CH2:28]1.C(O[BH-](OC(=O)C)OC(=O)C)(=O)C.[Na+]. No catalyst specified. The product is [CH:27]1([CH:30]([NH:1][CH:2]2[CH2:3][N:4]([C:6]([C:8]3[CH:9]=[C:10]([CH:23]=[CH:24][C:25]=3[F:26])[CH2:11][C:12]3[C:21]4[C:16](=[CH:17][CH:18]=[CH:19][CH:20]=4)[C:15](=[O:22])[NH:14][N:13]=3)=[O:7])[CH2:5]2)[CH:32]2[CH2:34][CH2:33]2)[CH2:29][CH2:28]1. The yield is 0.110. (2) The reactants are [CH2:1]([C:3]1[CH:18]=[C:17]([C:19]2[CH:24]=[CH:23][CH:22]=[CH:21][CH:20]=2)[C:16]([O:25][CH2:26][C:27]2[CH:32]=[CH:31][CH:30]=[CH:29][CH:28]=2)=[CH:15][C:4]=1[O:5][CH2:6][CH2:7][CH2:8][CH2:9][C:10]([CH3:14])([CH3:13])[CH2:11][NH2:12])[CH3:2].C(N(CC)CC)C.[CH3:40][C:41]([O:44][C:45]([CH2:47][C@H:48]([NH:59][C:60]([O:62][C:63]([CH3:66])([CH3:65])[CH3:64])=[O:61])[C:49](ON1C(=O)CCC1=O)=[O:50])=[O:46])([CH3:43])[CH3:42]. The catalyst is CN(C)C=O. The product is [C:63]([O:62][C:60]([NH:59][CH:48]([C:49](=[O:50])[NH:12][CH2:11][C:10]([CH3:14])([CH3:13])[CH2:9][CH2:8][CH2:7][CH2:6][O:5][C:4]1[CH:15]=[C:16]([O:25][CH2:26][C:27]2[CH:32]=[CH:31][CH:30]=[CH:29][CH:28]=2)[C:17]([C:19]2[CH:20]=[CH:21][CH:22]=[CH:23][CH:24]=2)=[CH:18][C:3]=1[CH2:1][CH3:2])[CH2:47][C:45]([O:44][C:41]([CH3:43])([CH3:42])[CH3:40])=[O:46])=[O:61])([CH3:65])([CH3:64])[CH3:66]. The yield is 1.47. (3) The reactants are [NH2:1][C:2]1[CH:7]=[C:6](Cl)[C:5]([C:9]#[N:10])=[CH:4][N:3]=1.[C:11]1([NH:17][C:18]([N:20]2[C:28]3[C:23](=[CH:24][C:25]([NH2:29])=[CH:26][CH:27]=3)[CH:22]=[CH:21]2)=[O:19])[CH:16]=[CH:15][CH:14]=[CH:13][CH:12]=1.Cl.N1C=CC=CC=1.C(OCC)C. The catalyst is C(OC(O)C)C. The product is [C:11]1([NH:17][C:18]([N:20]2[C:28]3[C:23](=[CH:24][C:25]([NH:29][C:6]4[C:5]([C:9]#[N:10])=[CH:4][N:3]=[C:2]([NH2:1])[CH:7]=4)=[CH:26][CH:27]=3)[CH:22]=[CH:21]2)=[O:19])[CH:12]=[CH:13][CH:14]=[CH:15][CH:16]=1. The yield is 0.357.